This data is from Peptide-MHC class I binding affinity with 185,985 pairs from IEDB/IMGT. The task is: Regression. Given a peptide amino acid sequence and an MHC pseudo amino acid sequence, predict their binding affinity value. This is MHC class I binding data. (1) The peptide sequence is DIPLASVII. The MHC is Mamu-A01 with pseudo-sequence Mamu-A01. The binding affinity (normalized) is 0.129. (2) The peptide sequence is LLDAHIPQL. The binding affinity (normalized) is 0.907. The MHC is HLA-A02:06 with pseudo-sequence HLA-A02:06. (3) The peptide sequence is LPVFATIGL. The MHC is HLA-B39:01 with pseudo-sequence HLA-B39:01. The binding affinity (normalized) is 0.583. (4) The peptide sequence is LMRRFRFTV. The MHC is HLA-A31:01 with pseudo-sequence HLA-A31:01. The binding affinity (normalized) is 0.485. (5) The peptide sequence is KELYPLTSL. The MHC is HLA-A33:01 with pseudo-sequence HLA-A33:01. The binding affinity (normalized) is 0.